Dataset: Full USPTO retrosynthesis dataset with 1.9M reactions from patents (1976-2016). Task: Predict the reactants needed to synthesize the given product. (1) Given the product [CH2:1]([N:5]1[C:13]2[C:12](=[O:14])[N:11]([CH2:15][C:16]3[CH:21]=[CH:20][CH:19]=[CH:18][C:17]=3[C:22]#[N:23])[C:10]([C:39]#[N:40])=[N:9][C:8]=2[N:7]=[C:6]1[N:25]1[CH2:30][CH2:29][N:28]([C:31]([O:33][C:34]([CH3:37])([CH3:36])[CH3:35])=[O:32])[CH2:27][CH2:26]1)[C:2]#[C:3][CH3:4], predict the reactants needed to synthesize it. The reactants are: [CH2:1]([N:5]1[C:13]2[C:12](=[O:14])[N:11]([CH2:15][C:16]3[CH:21]=[CH:20][CH:19]=[CH:18][C:17]=3[C:22]#[N:23])[C:10](Cl)=[N:9][C:8]=2[N:7]=[C:6]1[N:25]1[CH2:30][CH2:29][N:28]([C:31]([O:33][C:34]([CH3:37])([CH3:36])[CH3:35])=[O:32])[CH2:27][CH2:26]1)[C:2]#[C:3][CH3:4].[Na].[CH3:39][N:40](C)C=O. (2) Given the product [Cl:17][C:6]1[C:7]([N:8]2[CH2:13][CH2:12][CH:11]([C:14]([NH2:16])=[O:15])[CH2:10][CH2:9]2)=[C:2]([C:20]2[CH:19]=[N:18][CH:23]=[CH:22][CH:21]=2)[CH:3]=[N:4][CH:5]=1, predict the reactants needed to synthesize it. The reactants are: Cl[C:2]1[CH:3]=[N:4][CH:5]=[C:6]([Cl:17])[C:7]=1[N:8]1[CH2:13][CH2:12][CH:11]([C:14]([NH2:16])=[O:15])[CH2:10][CH2:9]1.[N:18]1[CH:23]=[CH:22][CH:21]=[C:20](B(O)O)[CH:19]=1.C(=O)([O-])[O-].[Na+].[Na+]. (3) Given the product [N:10]([CH2:2][CH2:3][CH2:4][C:5]([O:7][CH2:8][CH3:9])=[O:6])=[N+:11]=[N-:12], predict the reactants needed to synthesize it. The reactants are: Br[CH2:2][CH2:3][CH2:4][C:5]([O:7][CH2:8][CH3:9])=[O:6].[N-:10]=[N+:11]=[N-:12].[Na+].